From a dataset of Reaction yield outcomes from USPTO patents with 853,638 reactions. Predict the reaction yield, written as a fraction of the theoretical maximum amount of product (1.0 means a 100% yield; for example, 0.34 means a 34% yield). (1) The reactants are [CH3:1][C@@H:2]1[CH2:7][CH2:6][C@H:5]([O:8][C:9]2[C:10]([C:21]([F:24])([F:23])[F:22])=[C:11]3[C:16](=[CH:17][CH:18]=2)[C:15]([CH:19]=O)=[CH:14][CH:13]=[CH:12]3)[CH2:4][CH2:3]1.Cl.[CH:26]12[NH:33][CH:30]([CH2:31][CH2:32]1)[CH2:29][CH:28]([C:34]([O:36][CH3:37])=[O:35])[CH2:27]2.[BH-](OC(C)=O)(OC(C)=O)OC(C)=O.[Na+].C([O-])(O)=O.[Na+]. The catalyst is C1COCC1. The product is [CH3:1][C@@H:2]1[CH2:3][CH2:4][C@H:5]([O:8][C:9]2[C:10]([C:21]([F:22])([F:23])[F:24])=[C:11]3[C:16](=[CH:17][CH:18]=2)[C:15]([CH2:19][N:33]2[CH:30]4[CH2:31][CH2:32][CH:26]2[CH2:27][CH:28]([C:34]([O:36][CH3:37])=[O:35])[CH2:29]4)=[CH:14][CH:13]=[CH:12]3)[CH2:6][CH2:7]1. The yield is 0.170. (2) The reactants are C[O:2][C:3](=[O:33])[CH2:4][C:5]1[CH:10]=[CH:9][C:8]([C:11]#[C:12][C:13]2[CH:14]=[C:15]3[C:20](=[C:21]([CH2:23][N:24]([CH:26]4[CH2:28][CH2:27]4)[CH3:25])[CH:22]=2)[O:19][C:18]([CH3:30])([CH3:29])[CH2:17][C:16]3([CH3:32])[CH3:31])=[CH:7][CH:6]=1.[OH-].[Na+]. The catalyst is CO.O1CCCC1. The product is [CH:26]1([N:24]([CH2:23][C:21]2[CH:22]=[C:13]([C:12]#[C:11][C:8]3[CH:9]=[CH:10][C:5]([CH2:4][C:3]([OH:33])=[O:2])=[CH:6][CH:7]=3)[CH:14]=[C:15]3[C:20]=2[O:19][C:18]([CH3:29])([CH3:30])[CH2:17][C:16]3([CH3:32])[CH3:31])[CH3:25])[CH2:28][CH2:27]1. The yield is 0.840.